This data is from Reaction yield outcomes from USPTO patents with 853,638 reactions. The task is: Predict the reaction yield, written as a fraction of the theoretical maximum amount of product (1.0 means a 100% yield; for example, 0.34 means a 34% yield). (1) The reactants are [NH2:1][CH2:2][C:3]1[CH:4]=[C:5]([C:9]2[N:10]([CH3:21])[C:11]3[C:16]([C:17]=2[C:18]#[N:19])=[CH:15][CH:14]=[C:13]([Cl:20])[CH:12]=3)[CH:6]=[N:7][CH:8]=1.[CH2:22]([N:24]=[C:25]=[O:26])[CH3:23]. The catalyst is ClCCl. The product is [NH4+:1].[OH-:26].[Cl:20][C:13]1[CH:12]=[C:11]2[C:16]([C:17]([C:18]#[N:19])=[C:9]([C:5]3[CH:4]=[C:3]([CH2:2][NH:1][C:25]([NH:24][CH2:22][CH3:23])=[O:26])[CH:8]=[N:7][CH:6]=3)[N:10]2[CH3:21])=[CH:15][CH:14]=1. The yield is 0.00100. (2) The reactants are [CH:1]1([C:4]([C:6]2[CH:11]=[CH:10][C:9]([OH:12])=[CH:8][CH:7]=2)=[O:5])[CH2:3][CH2:2]1.C([O-])([O-])=O.[K+].[K+].Br[CH2:20][CH2:21][CH2:22][Cl:23]. The catalyst is CC(=O)CC. The product is [Cl:23][CH2:22][CH2:21][CH2:20][O:12][C:9]1[CH:8]=[CH:7][C:6]([C:4]([CH:1]2[CH2:2][CH2:3]2)=[O:5])=[CH:11][CH:10]=1. The yield is 0.900. (3) The reactants are S(=O)(=O)(O)O.[Br:6][C:7]1[C:8]([C:12]([OH:14])=[O:13])=[N:9][NH:10][CH:11]=1.[CH3:15][C:16](O)([CH3:18])[CH3:17]. No catalyst specified. The product is [Br:6][C:7]1[C:8]([C:12]([OH:14])=[O:13])=[N:9][N:10]([C:16]([CH3:18])([CH3:17])[CH3:15])[CH:11]=1. The yield is 0.890. (4) The catalyst is C(Cl)Cl. The yield is 1.00. The reactants are [CH3:1][O:2][C:3]1[CH:4]=[C:5]([SH:9])[CH:6]=[CH:7][CH:8]=1.[CH3:10][C:11](OC(C)=O)=[O:12]. The product is [C:11](=[O:12])([S:9][C:5]1[CH:6]=[CH:7][CH:8]=[C:3]([O:2][CH3:1])[CH:4]=1)[CH3:10].